This data is from Catalyst prediction with 721,799 reactions and 888 catalyst types from USPTO. The task is: Predict which catalyst facilitates the given reaction. (1) Reactant: CCN(C(C)C)C(C)C.[F:10][C:11]1[C:19]([F:20])=[CH:18][CH:17]=[C:16]([F:21])[C:12]=1[C:13]([OH:15])=O.C1C=CC2N(O)N=NC=2C=1.CCN=C=NCCCN(C)C.Cl.[O:44]=[C:45]([N:62]1[CH2:67][CH2:66][NH:65][CH2:64][CH2:63]1)[CH2:46][NH:47][C:48]([C:50]1[CH:55]=[CH:54][C:53]([C:56]2[CH:61]=[CH:60][CH:59]=[CH:58][CH:57]=2)=[CH:52][CH:51]=1)=[O:49]. Product: [O:44]=[C:45]([N:62]1[CH2:67][CH2:66][N:65]([C:13](=[O:15])[C:12]2[C:16]([F:21])=[CH:17][CH:18]=[C:19]([F:20])[C:11]=2[F:10])[CH2:64][CH2:63]1)[CH2:46][NH:47][C:48]([C:50]1[CH:51]=[CH:52][C:53]([C:56]2[CH:61]=[CH:60][CH:59]=[CH:58][CH:57]=2)=[CH:54][CH:55]=1)=[O:49]. The catalyst class is: 18. (2) Reactant: [CH3:1][C:2]1[CH:35]=[C:34]([CH3:36])[CH:33]=[C:32]([CH3:37])[C:3]=1[C:4]([C:6]1[CH:18]=[C:17]2[C:9]([N:10]([C:19]3[CH:24]=[CH:23][C:22]([C:25](=[O:27])[CH3:26])=[CH:21][CH:20]=3)[C:11]3[C:16]2=[CH:15][CH:14]=[CH:13][CH:12]=3)=[C:8]2[CH:28]=[CH:29][CH:30]=[CH:31][C:7]=12)=[O:5].[C:38](Cl)(=[O:43])[CH2:39][CH:40]([CH3:42])[CH3:41].[Al+3].[Cl-].[Cl-].[Cl-]. Product: [C:25]([C:22]1[CH:21]=[CH:20][C:19]([N:10]2[C:9]3[C:17](=[CH:18][C:6]([C:4](=[O:5])[C:3]4[C:32]([CH3:37])=[CH:33][C:34]([CH3:36])=[CH:35][C:2]=4[CH3:1])=[C:7]4[CH:31]=[CH:30][CH:29]=[CH:28][C:8]4=3)[C:16]3[C:11]2=[CH:12][CH:13]=[C:14]([C:38](=[O:43])[CH2:39][CH:40]([CH3:42])[CH3:41])[CH:15]=3)=[CH:24][CH:23]=1)(=[O:27])[CH3:26]. The catalyst class is: 2. (3) Reactant: [C:1]([O:5][C:6]([N:8]1[CH2:17][CH2:16][C:15]2[C:10](=[CH:11][CH:12]=[CH:13][C:14]=2[C:18](=[O:34])[NH:19][C:20]2([C:29]([O:31]CC)=[O:30])[CH2:28][C:27]3[C:22](=[CH:23][CH:24]=[CH:25][CH:26]=3)[CH2:21]2)[CH2:9]1)=[O:7])([CH3:4])([CH3:3])[CH3:2].[OH-].[K+].O. The catalyst class is: 14. Product: [C:1]([O:5][C:6]([N:8]1[CH2:17][CH2:16][C:15]2[C:10](=[CH:11][CH:12]=[CH:13][C:14]=2[C:18](=[O:34])[NH:19][C:20]2([C:29]([OH:31])=[O:30])[CH2:28][C:27]3[C:22](=[CH:23][CH:24]=[CH:25][CH:26]=3)[CH2:21]2)[CH2:9]1)=[O:7])([CH3:4])([CH3:2])[CH3:3]. (4) Reactant: [C:1]([O:4][CH:5]([C:14]1[CH:19]=[CH:18][CH:17]=[CH:16][CH:15]=1)[C:6](=O)[C:7]1[CH:12]=[CH:11][CH:10]=[CH:9][CH:8]=1)(=O)[CH3:2].[NH2:20]C(N)=S. Product: [CH3:2][C:1]1[O:4][C:5]([C:14]2[CH:19]=[CH:18][CH:17]=[CH:16][CH:15]=2)=[C:6]([C:7]2[CH:12]=[CH:11][CH:10]=[CH:9][CH:8]=2)[N:20]=1. The catalyst class is: 174. (5) Reactant: Cl[CH2:2][CH2:3][CH2:4][C:5]1[C:6](F)=[N:7][CH:8]=[CH:9][C:10]=1[I:11].[Cl:13][C:14]1[CH:15]=[CH:16][C:17]([O:22][CH2:23][C:24]2[CH:29]=[CH:28][C:27]([F:30])=[CH:26][C:25]=2[F:31])=[C:18]([CH2:20][NH2:21])[CH:19]=1.C([O-])([O-])=O.[K+].[K+]. Product: [Cl:13][C:14]1[CH:15]=[CH:16][C:17]([O:22][CH2:23][C:24]2[CH:29]=[CH:28][C:27]([F:30])=[CH:26][C:25]=2[F:31])=[C:18]([CH:19]=1)[CH2:20][N:21]1[C:6]2[C:5](=[C:10]([I:11])[CH:9]=[CH:8][N:7]=2)[CH2:4][CH2:3][CH2:2]1. The catalyst class is: 3. (6) The catalyst class is: 527. Reactant: [F:1][C:2]([F:28])([CH2:20][O:21][C:22]1[CH:27]=[CH:26][CH:25]=[CH:24][CH:23]=1)/[CH:3]=[CH:4]/[C@@H:5]1[C@@H:17]2[C@@H:8]([O:9][C:10](=[O:18])[CH2:11][CH2:12][CH2:13][CH:14]=[CH:15][CH2:16]2)[CH2:7][C@H:6]1[OH:19].C(N(CC)CC)C.[C:36]1([C:45]2[CH:50]=[CH:49][CH:48]=[CH:47][CH:46]=2)[CH:41]=[CH:40][C:39]([C:42](Cl)=[O:43])=[CH:38][CH:37]=1.C(=O)(O)[O-].[Na+]. Product: [C:45]1([C:36]2[CH:37]=[CH:38][C:39]([C:42]([O:19][C@@H:6]3[CH2:7][C@@H:8]4[O:9][C:10](=[O:18])[CH2:11][CH2:12][CH2:13][CH:14]=[CH:15][CH2:16][C@@H:17]4[C@H:5]3/[CH:4]=[CH:3]/[C:2]([F:1])([F:28])[CH2:20][O:21][C:22]3[CH:27]=[CH:26][CH:25]=[CH:24][CH:23]=3)=[O:43])=[CH:40][CH:41]=2)[CH:46]=[CH:47][CH:48]=[CH:49][CH:50]=1. (7) Product: [Br:1][C:2]1[CH:3]=[C:4](/[CH:8]=[CH:9]/[C:10]([O:12][CH:14]([CH3:15])[CH3:13])=[O:11])[CH:5]=[CH:6][CH:7]=1. The catalyst class is: 413. Reactant: [Br:1][C:2]1[CH:3]=[C:4](/[CH:8]=[CH:9]/[C:10]([OH:12])=[O:11])[CH:5]=[CH:6][CH:7]=1.[CH3:13][CH:14](O)[CH3:15].OS(O)(=O)=O.[OH-].[Na+].CC1C=CC(COC(NNC(C2C=NC=CN=2)=O)=O)=CC=1.